From a dataset of Forward reaction prediction with 1.9M reactions from USPTO patents (1976-2016). Predict the product of the given reaction. (1) Given the reactants [Br:1][C:2]1[CH:7]=[C:6]([Cl:8])[C:5]([S:9]([N:12]([CH2:14][C:15]2[O:19][CH:18]=[C:17]([C:20]([OH:22])=O)[CH:16]=2)[CH3:13])(=[O:11])=[O:10])=[C:4]([Cl:23])[CH:3]=1.CCN=C=NCCCN(C)C.C1C=NC2N(O)N=NC=2C=1.[NH:45]1[CH2:49][CH2:48][N:47]=[C:46]1[C:50]1[CH:55]=[CH:54][C:53]([CH2:56][CH2:57][NH2:58])=[CH:52][CH:51]=1.Cl.CCN(C(C)C)C(C)C, predict the reaction product. The product is: [Br:1][C:2]1[CH:7]=[C:6]([Cl:8])[C:5]([S:9]([N:12]([CH2:14][C:15]2[O:19][CH:18]=[C:17]([C:20]([NH:58][CH2:57][CH2:56][C:53]3[CH:54]=[CH:55][C:50]([C:46]4[NH:47][CH2:48][CH2:49][N:45]=4)=[CH:51][CH:52]=3)=[O:22])[CH:16]=2)[CH3:13])(=[O:10])=[O:11])=[C:4]([Cl:23])[CH:3]=1. (2) Given the reactants [F:1][C:2]1[CH:26]=[CH:25][CH:24]=[CH:23][C:3]=1[CH2:4][O:5][C:6]1[CH:11]=[CH:10][C:9]([C:12](=[O:22])[CH2:13][CH2:14][C:15]([O:17]C(C)(C)C)=[O:16])=[CH:8][CH:7]=1.FC(F)(F)C(O)=O, predict the reaction product. The product is: [F:1][C:2]1[CH:26]=[CH:25][CH:24]=[CH:23][C:3]=1[CH2:4][O:5][C:6]1[CH:7]=[CH:8][C:9]([C:12](=[O:22])[CH2:13][CH2:14][C:15]([OH:17])=[O:16])=[CH:10][CH:11]=1. (3) Given the reactants Cl[C:2]1[CH:7]=[CH:6][N:5]2[N:8]=[CH:9][C:10]([CH:11]=[O:12])=[C:4]2[N:3]=1.[CH3:13][C:14]1[N:15]([C:19]2[CH:20]=[C:21]([CH:23]=[CH:24][CH:25]=2)[NH2:22])[CH:16]=[CH:17][N:18]=1, predict the reaction product. The product is: [CH3:13][C:14]1[N:15]([C:19]2[CH:20]=[C:21]([NH:22][C:2]3[CH:7]=[CH:6][N:5]4[N:8]=[CH:9][C:10]([CH:11]=[O:12])=[C:4]4[N:3]=3)[CH:23]=[CH:24][CH:25]=2)[CH:16]=[CH:17][N:18]=1. (4) Given the reactants I[C:2]1[CH:3]=[CH:4][CH:5]=[C:6]2[C:10]=1[NH:9][C:8](=[O:11])[C:7]2=[O:12].[S:13]1[CH:17]=[CH:16][C:15](B(O)O)=[CH:14]1, predict the reaction product. The product is: [S:13]1[CH:17]=[CH:16][C:15]([C:2]2[CH:3]=[CH:4][CH:5]=[C:6]3[C:10]=2[NH:9][C:8](=[O:11])[C:7]3=[O:12])=[CH:14]1. (5) Given the reactants [CH:1]1([C:4]2[NH:8][N:7]=[C:6]([NH:9][C:10]3[C:11]([F:27])=[C:12]([NH:17][C@H:18]([C:20]4[CH:25]=[CH:24][C:23]([F:26])=[CH:22][CH:21]=4)[CH3:19])[CH:13]=[CH:14][C:15]=3[NH2:16])[CH:5]=2)[CH2:3][CH2:2]1.[C:28](O)(=O)C.C(N)=N.C(=O)(O)[O-].[Na+].CCOC(C)=O, predict the reaction product. The product is: [CH:1]1([C:4]2[NH:8][N:7]=[C:6]([N:9]3[C:10]4[C:11]([F:27])=[C:12]([NH:17][C@H:18]([C:20]5[CH:21]=[CH:22][C:23]([F:26])=[CH:24][CH:25]=5)[CH3:19])[CH:13]=[CH:14][C:15]=4[N:16]=[CH:28]3)[CH:5]=2)[CH2:3][CH2:2]1. (6) Given the reactants [C:1]1([C@@H:7]2[CH2:12][CH2:11][C@H:10]([CH2:13]O)[CH2:9][CH2:8]2)[CH:6]=[CH:5][CH:4]=[CH:3][CH:2]=1.C1(P(C2C=CC=CC=2)C2C=CC=CC=2)C=CC=CC=1.N1C=CN=C1.[I:39]I, predict the reaction product. The product is: [I:39][CH2:13][C@@H:10]1[CH2:11][CH2:12][C@H:7]([C:1]2[CH:6]=[CH:5][CH:4]=[CH:3][CH:2]=2)[CH2:8][CH2:9]1.